This data is from Full USPTO retrosynthesis dataset with 1.9M reactions from patents (1976-2016). The task is: Predict the reactants needed to synthesize the given product. Given the product [Br-:37].[OH:10][C:9]([C:19]1[CH:20]=[CH:21][C:22]([O:25][CH3:26])=[CH:23][CH:24]=1)([C:11]1[CH:16]=[CH:15][C:14]([O:17][CH3:18])=[CH:13][CH:12]=1)[C:4]12[CH2:5][CH2:6][N+:1]([CH2:36][CH2:35][O:34][CH2:33][C:27]3[CH:32]=[CH:31][CH:30]=[CH:29][CH:28]=3)([CH2:2][CH2:3]1)[CH2:8][CH2:7]2, predict the reactants needed to synthesize it. The reactants are: [N:1]12[CH2:8][CH2:7][C:4]([C:9]([C:19]3[CH:24]=[CH:23][C:22]([O:25][CH3:26])=[CH:21][CH:20]=3)([C:11]3[CH:16]=[CH:15][C:14]([O:17][CH3:18])=[CH:13][CH:12]=3)[OH:10])([CH2:5][CH2:6]1)[CH2:3][CH2:2]2.[C:27]1([CH2:33][O:34][CH2:35][CH2:36][Br:37])[CH:32]=[CH:31][CH:30]=[CH:29][CH:28]=1.